Dataset: Full USPTO retrosynthesis dataset with 1.9M reactions from patents (1976-2016). Task: Predict the reactants needed to synthesize the given product. (1) Given the product [Si:9]([O:8][CH2:7][CH2:6][CH2:5][CH2:4][CH2:3][CH2:2][NH:22][CH:16]1[CH2:21][CH2:20][CH2:19][CH2:18][CH2:17]1)([C:12]([CH3:15])([CH3:14])[CH3:13])([CH3:11])[CH3:10], predict the reactants needed to synthesize it. The reactants are: Br[CH2:2][CH2:3][CH2:4][CH2:5][CH2:6][CH2:7][O:8][Si:9]([C:12]([CH3:15])([CH3:14])[CH3:13])([CH3:11])[CH3:10].[CH:16]1([NH2:22])[CH2:21][CH2:20][CH2:19][CH2:18][CH2:17]1.C(=O)([O-])[O-].[K+].[K+]. (2) Given the product [C:52]([OH:55])(=[O:54])[CH3:53].[OH:32][C@H:31]([C:33]1[CH:42]=[CH:41][C:40]([OH:43])=[C:39]2[C:34]=1[CH:35]=[CH:36][C:37](=[O:51])[NH:38]2)[CH2:30][NH:8][CH2:9][CH2:10][CH2:11][CH2:12][CH2:13][CH2:14][CH2:15][O:16][CH2:17][CH2:18][CH2:19][C:20]1[CH:21]=[C:22]([S:26]([NH2:29])(=[O:27])=[O:28])[CH:23]=[CH:24][CH:25]=1, predict the reactants needed to synthesize it. The reactants are: C([N:8]([CH2:30][C@@H:31]([C:33]1[CH:42]=[CH:41][C:40]([O:43]CC2C=CC=CC=2)=[C:39]2[C:34]=1[CH:35]=[CH:36][C:37](=[O:51])[NH:38]2)[OH:32])[CH2:9][CH2:10][CH2:11][CH2:12][CH2:13][CH2:14][CH2:15][O:16][CH2:17][CH2:18][CH2:19][C:20]1[CH:21]=[C:22]([S:26]([NH2:29])(=[O:28])=[O:27])[CH:23]=[CH:24][CH:25]=1)C1C=CC=CC=1.[C:52]([O:55]CC)(=[O:54])[CH3:53].C(O)(=O)C. (3) Given the product [CH:1]1([C:4]2[N:5]=[C:6]([C:9]3[C:17]4[CH2:16][CH2:15][O:14][CH2:13][C:12]=4[S:11][C:10]=3[NH:18][C:28]([C:19]3[CH2:24][CH2:23][CH2:22][CH2:21][C:20]=3[C:25]([OH:27])=[O:26])=[O:29])[S:7][CH:8]=2)[CH2:3][CH2:2]1, predict the reactants needed to synthesize it. The reactants are: [CH:1]1([C:4]2[N:5]=[C:6]([C:9]3[C:17]4[CH2:16][CH2:15][O:14][CH2:13][C:12]=4[S:11][C:10]=3[NH2:18])[S:7][CH:8]=2)[CH2:3][CH2:2]1.[C:19]12[C:28](=[O:29])[O:27][C:25](=[O:26])[C:20]=1[CH2:21][CH2:22][CH2:23][CH2:24]2. (4) Given the product [OH:8][C:9]1[CH:29]=[CH:28][C:12]([O:13][CH2:14][CH2:15][CH2:16][CH2:17][CH2:18][CH2:19][C:20]([C:22]2[O:23][C:24]([CH3:27])=[N:25][N:26]=2)=[O:21])=[CH:11][CH:10]=1, predict the reactants needed to synthesize it. The reactants are: C([O:8][C:9]1[CH:29]=[CH:28][C:12]([O:13][CH2:14][CH2:15][CH2:16][CH2:17][CH2:18][CH2:19][C:20]([C:22]2[O:23][C:24]([CH3:27])=[N:25][N:26]=2)=[O:21])=[CH:11][CH:10]=1)C1C=CC=CC=1. (5) The reactants are: FC(F)(F)C(O)=O.[NH2:8][C@H:9]([C:19]1[C:24]([C:25]2[CH:26]=[CH:27][C:28]([F:34])=[C:29]([CH:33]=2)[C:30]([NH2:32])=[O:31])=[CH:23][CH:22]=[CH:21][N:20]=1)[CH2:10][C:11]1[CH:16]=[C:15]([F:17])[CH:14]=[C:13]([F:18])[CH:12]=1.[N:35]1[C:45]2=[C:46]3[C:41](=[CH:42][CH:43]=[CH:44]2)[CH2:40][CH2:39][CH2:38][N:37]3[C:36]=1[CH2:47][C:48](O)=[O:49]. Given the product [F:17][C:15]1[CH:16]=[C:11]([CH2:10][C@@H:9]([C:19]2[C:24]([C:25]3[CH:26]=[CH:27][C:28]([F:34])=[C:29]([CH:33]=3)[C:30]([NH2:32])=[O:31])=[CH:23][CH:22]=[CH:21][N:20]=2)[NH:8][C:48](=[O:49])[CH2:47][C:36]2[N:37]3[C:46]4[C:41]([CH2:40][CH2:39][CH2:38]3)=[CH:42][CH:43]=[CH:44][C:45]=4[N:35]=2)[CH:12]=[C:13]([F:18])[CH:14]=1, predict the reactants needed to synthesize it. (6) Given the product [N+:8]([C:7]1[C:2]([NH:21][C@H:17]2[CH2:18][CH2:19][CH2:20][O:15][CH2:16]2)=[C:3]2[S:13][CH:12]=[CH:11][C:4]2=[N:5][CH:6]=1)([O-:10])=[O:9], predict the reactants needed to synthesize it. The reactants are: Cl[C:2]1[C:7]([N+:8]([O-:10])=[O:9])=[CH:6][N:5]=[C:4]2[CH:11]=[CH:12][S:13][C:3]=12.Cl.[O:15]1[CH2:20][CH2:19][CH2:18][C@H:17]([NH2:21])[CH2:16]1.C(N(CC)C(C)C)(C)C. (7) Given the product [Cl:33][C:30]1[CH:29]=[CH:28][C:27]([CH:8]([C:5]2[CH:6]=[CH:7][C:2]([Cl:1])=[CH:3][CH:4]=2)[N:9]2[CH2:12][C:11](=[CH:13][S:14]([CH2:17][C:18]3[CH:19]=[C:20]([CH:24]=[CH:25][CH:26]=3)[C:21]([NH:34][CH2:35][CH:36]3[CH2:41][CH2:40][CH2:39][CH2:38][CH2:37]3)=[O:23])(=[O:15])=[O:16])[CH2:10]2)=[CH:32][CH:31]=1, predict the reactants needed to synthesize it. The reactants are: [Cl:1][C:2]1[CH:7]=[CH:6][C:5]([CH:8]([C:27]2[CH:32]=[CH:31][C:30]([Cl:33])=[CH:29][CH:28]=2)[N:9]2[CH2:12][C:11](=[CH:13][S:14]([CH2:17][C:18]3[CH:19]=[C:20]([CH:24]=[CH:25][CH:26]=3)[C:21]([OH:23])=O)(=[O:16])=[O:15])[CH2:10]2)=[CH:4][CH:3]=1.[NH2:34][CH2:35][CH:36]1[CH2:41][CH2:40][CH2:39][CH2:38][CH2:37]1. (8) Given the product [CH2:8]([C:2]1[N:3]=[CH:4][S:5][CH:6]=1)[C:9]([CH3:12])([CH3:11])[CH3:10], predict the reactants needed to synthesize it. The reactants are: Br[C:2]1[N:3]=[CH:4][S:5][CH:6]=1.[I-].[CH2:8]([Zn+])[C:9]([CH3:12])([CH3:11])[CH3:10].C1COCC1.C(Cl)(Cl)Cl. (9) Given the product [ClH:13].[N:18]12[CH2:23][CH2:22][CH:21]([CH2:20][CH2:19]1)[C@@H:16]([NH:15][C:10]([C:2]1[NH:3][C:4]3=[N:5][CH:6]=[CH:7][CH:8]=[C:9]3[N:1]=1)=[O:12])[CH2:17]2, predict the reactants needed to synthesize it. The reactants are: [N:1]1[C:9]2[C:4](=[N:5][CH:6]=[CH:7][CH:8]=2)[NH:3][C:2]=1[C:10]([OH:12])=O.[ClH:13].Cl.[NH2:15][C@@H:16]1[CH:21]2[CH2:22][CH2:23][N:18]([CH2:19][CH2:20]2)[CH2:17]1.CCN(C(C)C)C(C)C.CN(C(ON1N=NC2C=CC=NC1=2)=[N+](C)C)C.F[P-](F)(F)(F)(F)F.